This data is from Forward reaction prediction with 1.9M reactions from USPTO patents (1976-2016). The task is: Predict the product of the given reaction. Given the reactants [CH2:1]([S:8][C:9]1[CH:14]=[C:13](F)[CH:12]=[C:11](Br)[C:10]=1[Cl:17])[C:2]1[CH:7]=[CH:6][CH:5]=[CH:4][CH:3]=1.[NH:18]1[CH2:22][CH2:21][CH2:20][C:19]1=[O:23], predict the reaction product. The product is: [CH2:1]([S:8][C:9]1[C:10]([Cl:17])=[C:11]([N:18]2[CH2:22][CH2:21][CH2:20][C:19]2=[O:23])[CH:12]=[CH:13][CH:14]=1)[C:2]1[CH:7]=[CH:6][CH:5]=[CH:4][CH:3]=1.